This data is from Forward reaction prediction with 1.9M reactions from USPTO patents (1976-2016). The task is: Predict the product of the given reaction. (1) Given the reactants C([O:3][C:4](=[O:24])[CH2:5][S:6][CH:7]1[C:15]2[C:10](=[CH:11][CH:12]=[CH:13][CH:14]=2)[C:9](=[O:16])[N:8]1[CH2:17][C:18]1[CH:23]=[CH:22][CH:21]=[CH:20][CH:19]=1)C.C(=O)([O-])[O-].[K+].[K+].Cl, predict the reaction product. The product is: [CH2:17]([N:8]1[C:9](=[O:16])[C:10]2[C:15](=[CH:14][CH:13]=[CH:12][CH:11]=2)[CH:7]1[S:6][CH2:5][C:4]([OH:24])=[O:3])[C:18]1[CH:19]=[CH:20][CH:21]=[CH:22][CH:23]=1. (2) Given the reactants CO.[CH3:3][O:4][C:5]1[CH:6]=[C:7](/[CH:11]=[CH:12]/[C:13]2[CH:25]=[CH:24][C:16]([C:17]([O:19][C:20]([CH3:23])([CH3:22])[CH3:21])=[O:18])=[C:15]([N+:26]([O-])=O)[CH:14]=2)[CH:8]=[CH:9][CH:10]=1, predict the reaction product. The product is: [NH2:26][C:15]1[CH:14]=[C:13]([CH2:12][CH2:11][C:7]2[CH:8]=[CH:9][CH:10]=[C:5]([O:4][CH3:3])[CH:6]=2)[CH:25]=[CH:24][C:16]=1[C:17]([O:19][C:20]([CH3:23])([CH3:22])[CH3:21])=[O:18]. (3) Given the reactants [CH2:1]([N:8]([CH2:20][CH:21]([OH:23])[CH3:22])[C:9]([CH:11]1[C:14]2[CH:15]=[CH:16][CH:17]=[C:18]([Cl:19])[C:13]=2[CH2:12]1)=[O:10])[C:2]1[CH:7]=[CH:6][CH:5]=[CH:4][CH:3]=1.CC(OI1(OC(C)=O)(OC(C)=O)OC(=O)C2C=CC=CC1=2)=O.C([O-])(O)=O.[Na+].C(OCC)(=O)C, predict the reaction product. The product is: [CH2:1]([N:8]([CH2:20][C:21](=[O:23])[CH3:22])[C:9]([CH:11]1[C:14]2[CH:15]=[CH:16][CH:17]=[C:18]([Cl:19])[C:13]=2[CH2:12]1)=[O:10])[C:2]1[CH:7]=[CH:6][CH:5]=[CH:4][CH:3]=1. (4) The product is: [O:8]1[CH2:11][CH:10]([N:12]2[CH2:17][CH2:16][NH:15][CH2:14][CH2:13]2)[CH2:9]1. Given the reactants FC(F)(F)C(O)=O.[O:8]1[CH2:11][CH:10]([N:12]2[CH2:17][CH2:16][N:15](C(OC(C)(C)C)=O)[CH2:14][CH2:13]2)[CH2:9]1, predict the reaction product. (5) Given the reactants [F:1][C:2]1[CH:7]=[CH:6][CH:5]=[CH:4][C:3]=1B(O)O.[C:11]([O:15][C:16]([N:18]1[CH2:23][CH2:22][C@H:21]([C:24]2[CH:25]=[C:26]3[C:35](=[CH:36][C:37]=2Br)[O:34][CH2:33][C:32]2[N:27]3[C@H:28]([CH3:40])[C:29](=[O:39])[NH:30][N:31]=2)[C@H:20]([CH3:41])[CH2:19]1)=[O:17])([CH3:14])([CH3:13])[CH3:12].C([O-])([O-])=O.[K+].[K+], predict the reaction product. The product is: [C:11]([O:15][C:16]([N:18]1[CH2:23][CH2:22][C@H:21]([C:24]2[CH:25]=[C:26]3[C:35](=[CH:36][C:37]=2[C:3]2[CH:4]=[CH:5][CH:6]=[CH:7][C:2]=2[F:1])[O:34][CH2:33][C:32]2[N:27]3[C@H:28]([CH3:40])[C:29](=[O:39])[NH:30][N:31]=2)[C@H:20]([CH3:41])[CH2:19]1)=[O:17])([CH3:14])([CH3:12])[CH3:13].